Dataset: Catalyst prediction with 721,799 reactions and 888 catalyst types from USPTO. Task: Predict which catalyst facilitates the given reaction. (1) Reactant: [F:1][C:2]1[CH:10]=[C:9]2[C:5]([C:6]([C:12]3[N:13]=[C:14]4[C:20]([C:21]([OH:23])=O)=[CH:19][N:18]([CH2:24][O:25][CH2:26][CH2:27][Si:28]([CH3:31])([CH3:30])[CH3:29])[C:15]4=[N:16][CH:17]=3)=[N:7][N:8]2[CH3:11])=[CH:4][CH:3]=1.[CH3:32][C:33]([CH3:38])([CH3:37])[C@@H:34]([NH2:36])[CH3:35].CN(C(ON1N=NC2C=CC=NC1=2)=[N+](C)C)C.F[P-](F)(F)(F)(F)F.O. Product: [CH3:35][C@H:34]([NH:36][C:21]([C:20]1[C:14]2[C:15](=[N:16][CH:17]=[C:12]([C:6]3[C:5]4[C:9](=[CH:10][C:2]([F:1])=[CH:3][CH:4]=4)[N:8]([CH3:11])[N:7]=3)[N:13]=2)[N:18]([CH2:24][O:25][CH2:26][CH2:27][Si:28]([CH3:30])([CH3:31])[CH3:29])[CH:19]=1)=[O:23])[C:33]([CH3:38])([CH3:37])[CH3:32]. The catalyst class is: 3. (2) Product: [CH3:30][O:29][S:26]([O-:31])(=[O:28])=[O:27].[CH3:1][O:2][C:3]1[CH:4]=[C:5]([C@@H:9]([N+:11]([CH3:21])([CH3:20])[C@H:12]([C:14]2[CH:19]=[CH:18][CH:17]=[CH:16][CH:15]=2)[CH3:13])[CH3:10])[CH:6]=[CH:7][CH:8]=1. The catalyst class is: 13. Reactant: [CH3:1][O:2][C:3]1[CH:4]=[C:5]([C@@H:9]([N:11]([CH3:20])[C@H:12]([C:14]2[CH:19]=[CH:18][CH:17]=[CH:16][CH:15]=2)[CH3:13])[CH3:10])[CH:6]=[CH:7][CH:8]=1.[CH3:21]N(C)C=O.[S:26]([O:31]C)([O:29][CH3:30])(=[O:28])=[O:27]. (3) Reactant: Cl[C:2]1[C:11]([CH3:12])=[C:10]([Cl:13])[C:9]2[C:4](=[CH:5][C:6]([F:15])=[CH:7][C:8]=2[F:14])[N:3]=1.[CH3:16][O:17][C:18]1[N:23]=[CH:22][C:21](B(O)O)=[CH:20][CH:19]=1.C(=O)([O-])[O-].[K+].[K+]. Product: [Cl:13][C:10]1[C:9]2[C:4](=[CH:5][C:6]([F:15])=[CH:7][C:8]=2[F:14])[N:3]=[C:2]([C:21]2[CH:22]=[N:23][C:18]([O:17][CH3:16])=[CH:19][CH:20]=2)[C:11]=1[CH3:12]. The catalyst class is: 11. (4) Reactant: [OH:1][C@H:2]([C@H:6]1[O:11][CH2:10][CH2:9][N:8]([C:12]2[CH:17]=[CH:16][C:15]([O:18][C:19]([F:22])([F:21])[F:20])=[CH:14][CH:13]=2)[C:7]1=[O:23])[C:3]([OH:5])=O.[NH2:24][C:25]1[CH:30]=[CH:29][C:28]([C:31]2[NH:32][O:33][C:34](=[O:36])[N:35]=2)=[CH:27][CH:26]=1.NC1C=C2C(=CC=1)C(N(C(OC(C)(C)C)=O)C(OC(C)(C)C)=O)=NC=C2. Product: [OH:1][C@H:2]([C@H:6]1[O:11][CH2:10][CH2:9][N:8]([C:12]2[CH:17]=[CH:16][C:15]([O:18][C:19]([F:22])([F:21])[F:20])=[CH:14][CH:13]=2)[C:7]1=[O:23])[C:3]([NH:24][C:25]1[CH:26]=[CH:27][C:28]([C:31]2[NH:35][C:34](=[O:36])[O:33][N:32]=2)=[CH:29][CH:30]=1)=[O:5]. The catalyst class is: 3.